From a dataset of Full USPTO retrosynthesis dataset with 1.9M reactions from patents (1976-2016). Predict the reactants needed to synthesize the given product. (1) Given the product [CH:27]1([CH2:30][C:31]([C:10]2[S:11][C:12]([CH2:13][C:14]3[CH:19]=[CH:18][CH:17]=[C:16]([C:20]([F:21])([F:22])[F:23])[CH:15]=3)=[C:8]([O:7][CH3:6])[C:9]=2[C:24]([OH:26])=[O:25])=[O:32])[CH2:29][CH2:28]1, predict the reactants needed to synthesize it. The reactants are: C([Li])CCC.[CH3:6][O:7][C:8]1[C:9]([C:24]([OH:26])=[O:25])=[CH:10][S:11][C:12]=1[CH2:13][C:14]1[CH:19]=[CH:18][CH:17]=[C:16]([C:20]([F:23])([F:22])[F:21])[CH:15]=1.[CH:27]1([CH2:30][C:31](N(OC)C)=[O:32])[CH2:29][CH2:28]1.O. (2) The reactants are: C(OC(=O)[NH:7][C@@H:8]([CH2:24][C:25]1[CH:30]=[CH:29][CH:28]=[CH:27][CH:26]=1)[C@H:9]([OH:23])[CH2:10][NH:11][CH2:12][C:13]1[CH:18]=[CH:17][CH:16]=[C:15]([C:19]([F:22])([F:21])[F:20])[CH:14]=1)(C)(C)C.Cl. Given the product [NH2:7][C@@H:8]([CH2:24][C:25]1[CH:30]=[CH:29][CH:28]=[CH:27][CH:26]=1)[C@H:9]([OH:23])[CH2:10][NH:11][CH2:12][C:13]1[CH:18]=[CH:17][CH:16]=[C:15]([C:19]([F:20])([F:21])[F:22])[CH:14]=1, predict the reactants needed to synthesize it. (3) The reactants are: [CH2:1]([O:3][P:4]([CH2:9][C:10]1[CH:15]=[CH:14][CH:13]=[C:12]([CH2:16][N:17]2[C:25](Br)=[N:24][C:23]3[C:18]2=[N:19][C:20]([O:28][CH2:29][CH2:30][O:31][CH3:32])=[N:21][C:22]=3[NH2:27])[CH:11]=1)(=[O:8])[O:5]CC)[CH3:2].C([O-])(=[S:35])C.[K+]. Given the product [CH2:1]([O:3][P:4]([CH2:9][C:10]1[CH:15]=[CH:14][CH:13]=[C:12]([CH2:16][N:17]2[C:25]([SH:35])=[N:24][C:23]3[C:18]2=[N:19][C:20]([O:28][CH2:29][CH2:30][O:31][CH3:32])=[N:21][C:22]=3[NH2:27])[CH:11]=1)(=[O:8])[OH:5])[CH3:2], predict the reactants needed to synthesize it. (4) Given the product [NH2:1][C:4]1[C:5]([N:13]2[CH2:18][C@H:17]([C:19]([F:22])([F:20])[F:21])[CH2:16][C@H:15]([NH:23][C:24](=[O:30])[O:25][C:26]([CH3:28])([CH3:27])[CH3:29])[CH2:14]2)=[C:6]2[CH2:12][CH2:11][O:10][C:7]2=[N:8][CH:9]=1, predict the reactants needed to synthesize it. The reactants are: [N+:1]([C:4]1[C:5]([N:13]2[CH2:18][C@H:17]([C:19]([F:22])([F:21])[F:20])[CH2:16][C@H:15]([NH:23][C:24](=[O:30])[O:25][C:26]([CH3:29])([CH3:28])[CH3:27])[CH2:14]2)=[C:6]2[CH2:12][CH2:11][O:10][C:7]2=[N:8][CH:9]=1)([O-])=O.[Cl-].[NH4+].CCO. (5) Given the product [CH3:14][O:13][C:3]1[CH:4]=[C:5]([CH:11]=[CH:12][C:2]=1[O:1][CH2:27][C:28]1[N:29]=[C:30]([C:34]2[CH:39]=[CH:38][CH:37]=[CH:36][CH:35]=2)[O:31][C:32]=1[CH3:33])[C:6]([O:8][CH2:9][CH3:10])=[O:7], predict the reactants needed to synthesize it. The reactants are: [OH:1][C:2]1[CH:12]=[CH:11][C:5]([C:6]([O:8][CH2:9][CH3:10])=[O:7])=[CH:4][C:3]=1[O:13][CH3:14].C(=O)([O-])[O-].[K+].[K+].CN(C)C=O.Cl[CH2:27][C:28]1[N:29]=[C:30]([C:34]2[CH:39]=[CH:38][CH:37]=[CH:36][CH:35]=2)[O:31][C:32]=1[CH3:33].